Dataset: Forward reaction prediction with 1.9M reactions from USPTO patents (1976-2016). Task: Predict the product of the given reaction. (1) Given the reactants [CH3:1][C:2]1([CH3:36])[C:10]2[C:5](=[N:6][CH:7]=[CH:8][CH:9]=2)[N:4]([C:11]2[CH:16]=[CH:15][C:14]([O:17][C:18]3[N:22](COCC[Si](C)(C)C)[C:21]4[CH:31]=[CH:32][CH:33]=[CH:34][C:20]=4[N:19]=3)=[CH:13][CH:12]=2)[C:3]1=[O:35].[ClH:37], predict the reaction product. The product is: [ClH:37].[ClH:37].[NH:19]1[C:20]2[CH:34]=[CH:33][CH:32]=[CH:31][C:21]=2[N:22]=[C:18]1[O:17][C:14]1[CH:15]=[CH:16][C:11]([N:4]2[C:5]3=[N:6][CH:7]=[CH:8][CH:9]=[C:10]3[C:2]([CH3:1])([CH3:36])[C:3]2=[O:35])=[CH:12][CH:13]=1. (2) Given the reactants [CH3:1][O:2][C:3]1[CH:30]=[CH:29][C:6]([CH2:7][N:8]([C:19]2[CH:27]=[CH:26]C=C3[C:20]=2[CH2:21][O:22]C3=O)[C:9](=[O:18])[C:10](=O)[C:11]2[CH:16]=[CH:15][CH:14]=[CH:13][CH:12]=2)=[CH:5][CH:4]=1.[O-]S([O-])(=O)=O.[Na+].[Na+].[O-]CC.[Na+].C(O)C.[C:45]([O:49][CH2:50][CH3:51])(=[O:48])[CH2:46][CH3:47], predict the reaction product. The product is: [OH:22][C:21]1[C:20]2[C:46]([C:45]([O:49][CH2:50][CH3:51])=[O:48])=[CH:47][CH:26]=[CH:27][C:19]=2[N:8]([CH2:7][C:6]2[CH:29]=[CH:30][C:3]([O:2][CH3:1])=[CH:4][CH:5]=2)[C:9](=[O:18])[C:10]=1[C:11]1[CH:16]=[CH:15][CH:14]=[CH:13][CH:12]=1. (3) Given the reactants [ClH:1].Cl.[CH:3]1([NH:6][C:7]([C:9]2[C:17]3[CH:16]=[C:15]([C:18]4[C:23]([Br:24])=[CH:22][N:21]=[C:20]([NH:25][CH2:26][CH2:27][C:28]5([CH3:34])[CH2:33][CH2:32][NH:31][CH2:30][CH2:29]5)[N:19]=4)[S:14][C:13]=3[CH:12]=[CH:11][CH:10]=2)=[O:8])[CH2:5][CH2:4]1.[Cl:35][CH2:36]Cl.C=O.[BH4-].[Na+], predict the reaction product. The product is: [ClH:35].[ClH:1].[CH:3]1([NH:6][C:7]([C:9]2[C:17]3[CH:16]=[C:15]([C:18]4[C:23]([Br:24])=[CH:22][N:21]=[C:20]([NH:25][CH2:26][CH2:27][C:28]5([CH3:34])[CH2:33][CH2:32][N:31]([CH3:36])[CH2:30][CH2:29]5)[N:19]=4)[S:14][C:13]=3[CH:12]=[CH:11][CH:10]=2)=[O:8])[CH2:4][CH2:5]1. (4) The product is: [Br:16][CH2:1][C:2]1[N:3]=[CH:4][C:5]([C:12]([O:14][CH3:15])=[O:13])=[N:6][C:7]=1[C:8]([F:11])([F:9])[F:10]. Given the reactants [CH3:1][C:2]1[N:3]=[CH:4][C:5]([C:12]([O:14][CH3:15])=[O:13])=[N:6][C:7]=1[C:8]([F:11])([F:10])[F:9].[Br:16]Br, predict the reaction product.